This data is from Forward reaction prediction with 1.9M reactions from USPTO patents (1976-2016). The task is: Predict the product of the given reaction. Given the reactants [Cl:1][C:2]1[N:7]=[C:6]2[NH:8][N:9]=[CH:10][C:5]2=[C:4]([N:11]2[CH2:16][CH2:15][O:14][CH2:13][CH2:12]2)[N:3]=1.O[CH:18]1[CH2:23][CH2:22][N:21]([C:24]([O:26][C:27]([CH3:30])([CH3:29])[CH3:28])=[O:25])[CH2:20][CH2:19]1.C1(P(C2C=CC=CC=2)C2C=CC=CC=2)C=CC=CC=1.CC(OC(/N=N/C(OC(C)C)=O)=O)C, predict the reaction product. The product is: [Cl:1][C:2]1[N:7]=[C:6]2[N:8]([CH:18]3[CH2:23][CH2:22][N:21]([C:24]([O:26][C:27]([CH3:30])([CH3:29])[CH3:28])=[O:25])[CH2:20][CH2:19]3)[N:9]=[CH:10][C:5]2=[C:4]([N:11]2[CH2:12][CH2:13][O:14][CH2:15][CH2:16]2)[N:3]=1.